From a dataset of Reaction yield outcomes from USPTO patents with 853,638 reactions. Predict the reaction yield, written as a fraction of the theoretical maximum amount of product (1.0 means a 100% yield; for example, 0.34 means a 34% yield). The reactants are [NH2:1][C@@H:2]([CH3:35])[C:3]([NH:5][C:6]1[CH:7]=[C:8]2[C:13](=[CH:14][C:15]=1OCC)[N:12]=[CH:11][N:10]=[C:9]2[NH:19][C:20]1[CH:25]=[CH:24][C:23]([O:26][CH2:27][C:28]2[CH:33]=[CH:32][CH:31]=[CH:30][N:29]=2)=[C:22]([Cl:34])[CH:21]=1)=[O:4].[C:36](Cl)(=[O:39])[CH:37]=[CH2:38].[C:41](=O)(O)[O-:42].[Na+]. The catalyst is C1COCC1.O. The product is [Cl:34][C:22]1[CH:21]=[C:20]([NH:19][C:9]2[C:8]3[C:13](=[CH:14][C:15]([O:42][CH3:41])=[C:6]([NH:5][C:3]([C@@H:2]([NH:1][C:36](=[O:39])[CH:37]=[CH2:38])[CH3:35])=[O:4])[CH:7]=3)[N:12]=[CH:11][N:10]=2)[CH:25]=[CH:24][C:23]=1[O:26][CH2:27][C:28]1[CH:33]=[CH:32][CH:31]=[CH:30][N:29]=1. The yield is 0.0300.